Dataset: Peptide-MHC class II binding affinity with 134,281 pairs from IEDB. Task: Regression. Given a peptide amino acid sequence and an MHC pseudo amino acid sequence, predict their binding affinity value. This is MHC class II binding data. (1) The peptide sequence is HDKKSMGDDHFWAVR. The MHC is HLA-DPA10301-DPB10402 with pseudo-sequence HLA-DPA10301-DPB10402. The binding affinity (normalized) is 0.409. (2) The MHC is DRB1_0901 with pseudo-sequence DRB1_0901. The peptide sequence is FFQMTNTNPDQKCIT. The binding affinity (normalized) is 0.204. (3) The peptide sequence is EGGNIYTKKEAFNVE. The MHC is DRB1_1201 with pseudo-sequence DRB1_1201. The binding affinity (normalized) is 0.256. (4) The MHC is DRB1_0405 with pseudo-sequence DRB1_0405. The peptide sequence is YDKFLANVSTVLIGK. The binding affinity (normalized) is 0.857. (5) The peptide sequence is HKSRSRLGFTDETLR. The MHC is DRB1_0101 with pseudo-sequence DRB1_0101. The binding affinity (normalized) is 0.265. (6) The peptide sequence is YDKFLANVSTVLTGV. The MHC is DRB1_0401 with pseudo-sequence DRB1_0401. The binding affinity (normalized) is 0.686. (7) The peptide sequence is GLVGAVGGTATAGAF. The MHC is HLA-DQA10101-DQB10501 with pseudo-sequence HLA-DQA10101-DQB10501. The binding affinity (normalized) is 0.209.